Dataset: Catalyst prediction with 721,799 reactions and 888 catalyst types from USPTO. Task: Predict which catalyst facilitates the given reaction. Reactant: [NH:1]1[C:10]2[C:5](=[CH:6][CH:7]=[CH:8][CH:9]=2)[C:4](=[O:11])[CH2:3][CH2:2]1.[C:12](OC(=O)C)(=[O:14])[CH3:13]. Product: [C:12]([N:1]1[C:10]2[C:5](=[CH:6][CH:7]=[CH:8][CH:9]=2)[C:4](=[O:11])[CH2:3][CH2:2]1)(=[O:14])[CH3:13]. The catalyst class is: 17.